Dataset: Reaction yield outcomes from USPTO patents with 853,638 reactions. Task: Predict the reaction yield, written as a fraction of the theoretical maximum amount of product (1.0 means a 100% yield; for example, 0.34 means a 34% yield). (1) The reactants are Br[C:2]1[CH:3]=[CH:4][C:5]([N:26]2[CH2:31][CH2:30][O:29][CH2:28][CH2:27]2)=[C:6]([C:8]([N:10]2[CH2:15][CH2:14][N:13]([C:16]3[CH:21]=[CH:20][C:19]([C:22]([F:25])([F:24])[F:23])=[CH:18][CH:17]=3)[CH2:12][CH2:11]2)=[O:9])[CH:7]=1.[CH:32]1([C:35]2[NH:36][CH:37]=[CH:38][N:39]=2)[CH2:34][CH2:33]1. No catalyst specified. The product is [CH:32]1([C:35]2[N:36]([C:2]3[CH:3]=[CH:4][C:5]([N:26]4[CH2:31][CH2:30][O:29][CH2:28][CH2:27]4)=[C:6]([C:8]([N:10]4[CH2:15][CH2:14][N:13]([C:16]5[CH:21]=[CH:20][C:19]([C:22]([F:25])([F:24])[F:23])=[CH:18][CH:17]=5)[CH2:12][CH2:11]4)=[O:9])[CH:7]=3)[CH:37]=[CH:38][N:39]=2)[CH2:34][CH2:33]1. The yield is 0.160. (2) The reactants are [C:1]([NH:24][C@@H:25]([CH2:49][CH2:50][CH2:51][CH2:52][NH:53][C:54](=[O:76])[CH2:55][CH2:56]/[CH:57]=[CH:58]\[CH2:59]/[CH:60]=[CH:61]\[CH2:62]/[CH:63]=[CH:64]\[CH2:65]/[CH:66]=[CH:67]\[CH2:68]/[CH:69]=[CH:70]\[CH2:71]/[CH:72]=[CH:73]\[CH2:74][CH3:75])[C:26]([NH:28][C:29]1[S:30][C:31]2[CH2:37][C@H:36]([N:38]([CH2:46][CH2:47][CH3:48])C(=O)OC(C)(C)C)[CH2:35][CH2:34][C:32]=2[N:33]=1)=[O:27])(=[O:23])[CH2:2][CH2:3]/[CH:4]=[CH:5]\[CH2:6]/[CH:7]=[CH:8]\[CH2:9]/[CH:10]=[CH:11]\[CH2:12]/[CH:13]=[CH:14]\[CH2:15]/[CH:16]=[CH:17]\[CH2:18]/[CH:19]=[CH:20]\[CH2:21][CH3:22]. The catalyst is Cl.C(OCC)(=O)C. The product is [O:27]=[C:26]([NH:28][C:29]1[S:30][C:31]2[CH2:37][C@H:36]([NH:38][CH2:46][CH2:47][CH3:48])[CH2:35][CH2:34][C:32]=2[N:33]=1)[C@@H:25]([NH:24][C:1](=[O:23])[CH2:2][CH2:3]/[CH:4]=[CH:5]\[CH2:6]/[CH:7]=[CH:8]\[CH2:9]/[CH:10]=[CH:11]\[CH2:12]/[CH:13]=[CH:14]\[CH2:15]/[CH:16]=[CH:17]\[CH2:18]/[CH:19]=[CH:20]\[CH2:21][CH3:22])[CH2:49][CH2:50][CH2:51][CH2:52][NH:53][C:54](=[O:76])[CH2:55][CH2:56]/[CH:57]=[CH:58]\[CH2:59]/[CH:60]=[CH:61]\[CH2:62]/[CH:63]=[CH:64]\[CH2:65]/[CH:66]=[CH:67]\[CH2:68]/[CH:69]=[CH:70]\[CH2:71]/[CH:72]=[CH:73]\[CH2:74][CH3:75]. The yield is 0.700. (3) The reactants are Cl[C:2]1[C:3]([S:8][CH:9]([CH3:11])[CH3:10])=[N:4][CH:5]=[CH:6][CH:7]=1.[CH3:12][O:13][C:14]1[CH:19]=[CH:18][C:17](B(O)O)=[CH:16][CH:15]=1.N#N.COC1C=CC=C(OC)C=1C1C=CC=CC=1P(C1CCCCC1)C1CCCCC1.[Na+].[Cl-]. The catalyst is CN(C=O)C.C1C=CC(/C=C/C(/C=C/C2C=CC=CC=2)=O)=CC=1.C1C=CC(/C=C/C(/C=C/C2C=CC=CC=2)=O)=CC=1.C1C=CC(/C=C/C(/C=C/C2C=CC=CC=2)=O)=CC=1.[Pd].[Pd]. The product is [CH:9]([S:8][C:3]1[C:2]([C:17]2[CH:18]=[CH:19][C:14]([O:13][CH3:12])=[CH:15][CH:16]=2)=[CH:7][CH:6]=[CH:5][N:4]=1)([CH3:11])[CH3:10]. The yield is 0.370.